Predict the product of the given reaction. From a dataset of Forward reaction prediction with 1.9M reactions from USPTO patents (1976-2016). (1) Given the reactants [F:1][C:2]1[C:7]([OH:8])=[CH:6][CH:5]=[C:4]([OH:9])[C:3]=1[C:10](=[O:19])[CH2:11][C:12]1[CH:17]=[CH:16][C:15]([F:18])=[CH:14][CH:13]=1.[O:20]1[CH:25]=[CH:24][CH2:23][CH2:22][CH2:21]1.CC1C=CC(S([O-])(=O)=O)=CC=1.C1C=C[NH+]=CC=1, predict the reaction product. The product is: [F:1][C:2]1[C:7]([O:8][CH:21]2[CH2:22][CH2:23][CH2:24][CH2:25][O:20]2)=[CH:6][CH:5]=[C:4]([OH:9])[C:3]=1[C:10](=[O:19])[CH2:11][C:12]1[CH:17]=[CH:16][C:15]([F:18])=[CH:14][CH:13]=1. (2) Given the reactants Br[C:2]1[CH:3]=[C:4]([NH:12][C:13]2[N:21]=[CH:20][C:19]([CH:22]3[CH2:24][CH2:23]3)=[CH:18][C:14]=2[C:15]([OH:17])=[O:16])[CH:5]=[C:6]2[C:10]=1[N:9]([CH3:11])[CH:8]=[CH:7]2.[C:25]1([C:34]2[CH:39]=[CH:38][CH:37]=[CH:36][CH:35]=2)[C:26](B(O)O)=[CH:27][CH:28]=[CH:29][CH:30]=1.P([O-])([O-])([O-])=O.[K+].[K+].[K+].Cl, predict the reaction product. The product is: [C:25]1([C:34]2[CH:35]=[CH:36][CH:37]=[CH:38][CH:39]=2)[CH:26]=[CH:27][CH:28]=[CH:29][C:30]=1[C:2]1[CH:3]=[C:4]([NH:12][C:13]2[N:21]=[CH:20][C:19]([CH:22]3[CH2:24][CH2:23]3)=[CH:18][C:14]=2[C:15]([OH:17])=[O:16])[CH:5]=[C:6]2[C:10]=1[N:9]([CH3:11])[CH:8]=[CH:7]2. (3) Given the reactants [OH:1][C:2]1[C:3]([CH:12]=O)=[N:4][C:5]2[C:10]([N:11]=1)=[CH:9][CH:8]=[CH:7][CH:6]=2.[C:14]([C:17]1[CH:25]=[CH:24][C:20]([C:21]([OH:23])=[O:22])=[CH:19][CH:18]=1)(=[O:16])[CH3:15].[OH-].[Na+], predict the reaction product. The product is: [OH:1][C:2]1[C:3]([CH:12]=[CH:15][C:14]([C:17]2[CH:25]=[CH:24][C:20]([C:21]([OH:23])=[O:22])=[CH:19][CH:18]=2)=[O:16])=[N:4][C:5]2[C:10]([N:11]=1)=[CH:9][CH:8]=[CH:7][CH:6]=2. (4) Given the reactants [CH2:1]([N:7]1[CH2:12][CH2:11][C:10]([C:16]2[CH:21]=[CH:20][CH:19]=[C:18]([OH:22])[CH:17]=2)([CH2:13][CH2:14][CH3:15])[CH2:9][CH2:8]1)[CH2:2][CH2:3][CH2:4][CH2:5][CH3:6].C(N(CC)CC)C.C1C=CC(N([S:37]([C:40]([F:43])([F:42])[F:41])(=[O:39])=[O:38])[S:37]([C:40]([F:43])([F:42])[F:41])(=[O:39])=[O:38])=CC=1.[OH-].[Na+], predict the reaction product. The product is: [CH2:1]([N:7]1[CH2:12][CH2:11][C:10]([CH2:13][CH2:14][CH3:15])([C:16]2[CH:21]=[CH:20][CH:19]=[C:18]([O:22][S:37]([C:40]([F:43])([F:42])[F:41])(=[O:39])=[O:38])[CH:17]=2)[CH2:9][CH2:8]1)[CH2:2][CH2:3][CH2:4][CH2:5][CH3:6]. (5) Given the reactants C(OC(=O)C)(=O)C.[Br:8][C:9]1[CH:10]=[CH:11][C:12]([F:22])=[C:13]([CH:15]([OH:21])[C:16]([O:18][CH2:19][CH3:20])=[O:17])[CH:14]=1, predict the reaction product. The product is: [Br:8][C:9]1[CH:10]=[CH:11][C:12]([F:22])=[C:13]([C:15](=[O:21])[C:16]([O:18][CH2:19][CH3:20])=[O:17])[CH:14]=1. (6) Given the reactants FC(F)(F)C(O)=O.[CH3:8][O:9][C:10]1[CH:19]=[C:18]([O:20][CH3:21])[CH:17]=[C:16]2[C:11]=1[C:12](=[O:46])[NH:13][C:14]([C:22]1[CH:27]=[CH:26][C:25]([O:28][CH3:29])=[CH:24][C:23]=1[NH:30][CH2:31][CH2:32][N:33]1[CH2:38][CH2:37][N:36](C(OC(C)(C)C)=O)[CH2:35][CH2:34]1)=[N:15]2, predict the reaction product. The product is: [CH3:8][O:9][C:10]1[CH:19]=[C:18]([O:20][CH3:21])[CH:17]=[C:16]2[C:11]=1[C:12](=[O:46])[NH:13][C:14]([C:22]1[CH:27]=[CH:26][C:25]([O:28][CH3:29])=[CH:24][C:23]=1[NH:30][CH2:31][CH2:32][N:33]1[CH2:38][CH2:37][NH:36][CH2:35][CH2:34]1)=[N:15]2. (7) Given the reactants Br[C:2]1[S:6][C:5]([N:7]([CH3:15])[C:8](=[O:14])[O:9][C:10]([CH3:13])([CH3:12])[CH3:11])=[N:4][C:3]=1[C:16]1[O:17][CH:18]=[CH:19][CH:20]=1.C([Li])CCC.CCCCCC.[CH2:32]([O:34][CH2:35][C:36](N(OC)C)=[O:37])[CH3:33].[Cl-].[NH4+], predict the reaction product. The product is: [CH2:32]([O:34][CH2:35][C:36]([C:2]1[S:6][C:5]([N:7]([CH3:15])[C:8](=[O:14])[O:9][C:10]([CH3:13])([CH3:12])[CH3:11])=[N:4][C:3]=1[C:16]1[O:17][CH:18]=[CH:19][CH:20]=1)=[O:37])[CH3:33]. (8) Given the reactants [OH:1][C@H:2]([CH3:6])[C:3]([NH2:5])=[O:4].[C:7](Cl)(=[O:9])[CH3:8].CN1CCOCC1, predict the reaction product. The product is: [C:7]([O:1][C@H:2]([CH3:6])[C:3]([NH2:5])=[O:4])(=[O:9])[CH3:8]. (9) Given the reactants [C:1]([CH2:3][CH2:4][N:5]([CH2:18][CH2:19][C:20]#[N:21])[CH2:6][CH2:7][CH2:8][N:9]([CH2:14][CH2:15][C:16]#[N:17])[CH2:10][CH2:11][C:12]#[N:13])#[N:2].[H][H], predict the reaction product. The product is: [NH2:13][CH2:12][CH2:11][CH2:10][N:9]([CH2:14][CH2:15][CH2:16][NH2:17])[CH2:8][CH2:7][CH2:6][N:5]([CH2:18][CH2:19][CH2:20][NH2:21])[CH2:4][CH2:3][CH2:1][NH2:2].